This data is from Reaction yield outcomes from USPTO patents with 853,638 reactions. The task is: Predict the reaction yield, written as a fraction of the theoretical maximum amount of product (1.0 means a 100% yield; for example, 0.34 means a 34% yield). (1) The reactants are [CH3:1][C:2]([CH3:14])([CH3:13])[C:3]([NH:5][C:6]1[CH:11]=[CH:10][CH:9]=[CH:8][C:7]=1[CH3:12])=O.[Li]CCCC.[NH4+].[Cl-]. The catalyst is C1COCC1. The product is [C:2]([C:3]1[NH:5][C:6]2[C:7]([CH:12]=1)=[CH:8][CH:9]=[CH:10][CH:11]=2)([CH3:14])([CH3:13])[CH3:1]. The yield is 0.880. (2) The product is [CH2:15]([N:14]([CH2:7][C:8]1[CH:9]=[CH:10][CH:11]=[CH:12][CH:13]=1)[C@@H:22]([CH3:45])[CH2:23][C:25]1[C:33]2[C:28](=[C:29]([F:35])[CH:30]=[C:31]([F:34])[CH:32]=2)[NH:27][CH:26]=1)[C:16]1[CH:17]=[CH:18][CH:19]=[CH:20][CH:21]=1. The yield is 0.860. The catalyst is O1CCOCC1.O1CCCC1. The reactants are [H-].[Al+3].[Li+].[H-].[H-].[H-].[CH2:7]([N:14]([CH:22]([CH3:45])[CH:23]([C:25]1[C:33]2[C:28](=[C:29]([F:35])[CH:30]=[C:31]([F:34])[CH:32]=2)[N:27](S(C2C=CC=CC=2)(=O)=O)[CH:26]=1)O)[CH2:15][C:16]1[CH:21]=[CH:20][CH:19]=[CH:18][CH:17]=1)[C:8]1[CH:13]=[CH:12][CH:11]=[CH:10][CH:9]=1. (3) The reactants are [CH3:1][O:2][C:3]1[CH:20]=[CH:19][C:6]([CH2:7][O:8][C:9]([C@@H:11]2[C@@H:14]([CH2:15][CH:16]=[CH2:17])[C:13](=[O:18])[NH:12]2)=[O:10])=[CH:5][CH:4]=1.C(N(CC)CC)C.[CH2:28]([CH:30]([N:37]=[C:38]=[O:39])[C:31]1[CH:36]=[CH:35][CH:34]=[CH:33][CH:32]=1)[CH3:29]. The catalyst is C(Cl)Cl. The product is [CH3:1][O:2][C:3]1[CH:4]=[CH:5][C:6]([CH2:7][O:8][C:9]([C@@H:11]2[C@@H:14]([CH2:15][CH:16]=[CH2:17])[C:13](=[O:18])[N:12]2[C:38](=[O:39])[NH:37][CH:30]([C:31]2[CH:36]=[CH:35][CH:34]=[CH:33][CH:32]=2)[CH2:28][CH3:29])=[O:10])=[CH:19][CH:20]=1. The yield is 0.590.